Dataset: Forward reaction prediction with 1.9M reactions from USPTO patents (1976-2016). Task: Predict the product of the given reaction. Given the reactants [Br:1][C:2]1[C:3](F)=[C:4]([C:15]2[CH:20]=[CH:19][CH:18]=[CH:17][CH:16]=2)[CH:5]=[C:6]([C:9]2[CH:14]=[CH:13][CH:12]=[CH:11][CH:10]=2)[C:7]=1F.[C:22]1([C:29]2[CH:34]=[CH:33][CH:32]=[CH:31][CH:30]=2)[CH:27]=[CH:26][CH:25]=[C:24]([OH:28])[CH:23]=1.[C:35](=[O:38])([O-])[O-].[K+].[K+], predict the reaction product. The product is: [C:22]1([C:29]2[CH:30]=[CH:31][CH:32]=[CH:33][CH:34]=2)[CH:27]=[CH:26][CH:25]=[C:24]([O:28][C:3]2[C:2]([Br:1])=[C:7]([O:38][C:35]3[CH:20]=[C:15]([C:4]4[CH:3]=[CH:2][CH:7]=[CH:6][CH:5]=4)[CH:16]=[CH:17][CH:18]=3)[C:6]([C:9]3[CH:14]=[CH:13][CH:12]=[CH:11][CH:10]=3)=[CH:5][C:4]=2[C:15]2[CH:20]=[CH:19][CH:18]=[CH:17][CH:16]=2)[CH:23]=1.